Dataset: Aqueous solubility values for 9,982 compounds from the AqSolDB database. Task: Regression/Classification. Given a drug SMILES string, predict its absorption, distribution, metabolism, or excretion properties. Task type varies by dataset: regression for continuous measurements (e.g., permeability, clearance, half-life) or binary classification for categorical outcomes (e.g., BBB penetration, CYP inhibition). For this dataset (solubility_aqsoldb), we predict Y. (1) The compound is CCC(Br)(Br)C(=O)O. The Y is -0.872 log mol/L. (2) The compound is CCOP(=S)(OCC)SCS(=O)C(C)(C)C. The Y is -2.44 log mol/L. (3) The drug is O=C1NC(=O)C2(CC2)C(=O)N1. The Y is -1.89 log mol/L.